This data is from Catalyst prediction with 721,799 reactions and 888 catalyst types from USPTO. The task is: Predict which catalyst facilitates the given reaction. (1) Reactant: [H-].[Al+3].[Li+].[H-].[H-].[H-].[CH3:7][O:8][C:9]1[CH:14]=[CH:13][C:12]([CH:15]([CH2:20][C:21](O)=[O:22])[CH2:16][C:17](O)=[O:18])=[CH:11][CH:10]=1. Product: [CH3:7][O:8][C:9]1[CH:10]=[CH:11][C:12]([CH:15]([CH2:16][CH2:17][OH:18])[CH2:20][CH2:21][OH:22])=[CH:13][CH:14]=1. The catalyst class is: 1. (2) Reactant: [N:1]1([N:9]2[CH2:14][CH2:13][CH2:12][CH2:11][CH2:10]2)[CH2:6][CH2:5][C:4](=O)[CH2:3][C:2]1=[O:8].[Cl:15][C:16]1[CH:21]=[C:20]([Cl:22])[CH:19]=[CH:18][C:17]=1[NH:23][CH2:24][C:25](=O)[CH3:26].CC1C=CC(S(O)(=O)=O)=CC=1. Product: [Cl:15][C:16]1[CH:21]=[C:20]([Cl:22])[CH:19]=[CH:18][C:17]=1[N:23]1[C:4]2[CH2:5][CH2:6][N:1]([N:9]3[CH2:14][CH2:13][CH2:12][CH2:11][CH2:10]3)[C:2](=[O:8])[C:3]=2[C:25]([CH3:26])=[CH:24]1. The catalyst class is: 11. (3) Reactant: Cl[C:2]1[N:3]=[C:4]([NH:21][C:22]2[CH:30]=[C:29]3[C:25]([CH:26]=[N:27][NH:28]3)=[CH:24][CH:23]=2)[C:5]2[CH:10]=[CH:9][N:8]([S:11]([C:14]3[CH:20]=[CH:19][C:17]([CH3:18])=[CH:16][CH:15]=3)(=[O:13])=[O:12])[C:6]=2[N:7]=1.[NH2:31][C:32]1[CH:37]=[CH:36][C:35]([N:38]([CH3:42])[C:39](=[O:41])[CH3:40])=[CH:34][CH:33]=1.C[Si](Cl)(C)C. Product: [NH:28]1[C:29]2[C:25](=[CH:24][CH:23]=[C:22]([NH:21][C:4]3[C:5]4[CH:10]=[CH:9][N:8]([S:11]([C:14]5[CH:20]=[CH:19][C:17]([CH3:18])=[CH:16][CH:15]=5)(=[O:13])=[O:12])[C:6]=4[N:7]=[C:2]([NH:31][C:32]4[CH:33]=[CH:34][C:35]([N:38]([CH3:42])[C:39](=[O:41])[CH3:40])=[CH:36][CH:37]=4)[N:3]=3)[CH:30]=2)[CH:26]=[N:27]1. The catalyst class is: 51. (4) Reactant: [N+:1]([C:4]1[CH:9]=[CH:8][C:7]([CH2:10][C:11]([CH3:13])=[O:12])=[CH:6][CH:5]=1)([O-])=O.CO. Product: [NH2:1][C:4]1[CH:5]=[CH:6][C:7]([CH2:10][C:11]([CH3:13])=[O:12])=[CH:8][CH:9]=1. The catalyst class is: 481. (5) Reactant: [NH2:1][C:2]1[CH:3]=[C:4]([C:8]2[CH:13]=[CH:12][CH:11]=[CH:10][CH:9]=2)[CH:5]=[CH:6][CH:7]=1.N1C=CC=CC=1.Cl[C:21]([O:24]C(=O)OC(Cl)(Cl)Cl)(Cl)Cl.[CH3:32][C@@H:33]1[NH:38][CH2:37][CH2:36][N:35]([CH2:39][CH2:40][CH2:41][N:42]2[CH2:47][CH2:46][CH2:45][CH2:44][CH2:43]2)[C:34]1=[O:48]. Product: [C:4]1([C:8]2[CH:9]=[CH:10][CH:11]=[CH:12][CH:13]=2)[CH:5]=[CH:6][CH:7]=[C:2]([NH:1][C:21]([N:38]2[CH2:37][CH2:36][N:35]([CH2:39][CH2:40][CH2:41][N:42]3[CH2:43][CH2:44][CH2:45][CH2:46][CH2:47]3)[C:34](=[O:48])[C@@H:33]2[CH3:32])=[O:24])[CH:3]=1. The catalyst class is: 10. (6) Reactant: C(O[C:6]([NH:8][CH2:9][C:10]1[CH:19]=[CH:18][C:17]2[C:12](=[CH:13][CH:14]=[C:15]([CH2:20][C:21]3[CH:22]=[C:23]([CH:28]=[CH:29][N:30]=3)[C:24]([O:26][CH3:27])=[O:25])[CH:16]=2)[N:11]=1)=[O:7])(C)(C)C.Cl.[CH3:32]COC(C)=O.C(Cl)(C)=O. Product: [C:6]([NH:8][CH2:9][C:10]1[CH:19]=[CH:18][C:17]2[C:12](=[CH:13][CH:14]=[C:15]([CH2:20][C:21]3[CH:22]=[C:23]([CH:28]=[CH:29][N:30]=3)[C:24]([O:26][CH3:27])=[O:25])[CH:16]=2)[N:11]=1)(=[O:7])[CH3:32]. The catalyst class is: 25.